This data is from Forward reaction prediction with 1.9M reactions from USPTO patents (1976-2016). The task is: Predict the product of the given reaction. (1) Given the reactants [OH-].[CH2:2]([N+:6]([CH2:15][CH2:16][CH2:17][CH3:18])([CH2:11][CH2:12][CH2:13][CH3:14])[CH2:7][CH2:8][CH2:9][CH3:10])[CH2:3][CH2:4][CH3:5].CO.[C:21]([OH:26])(=[O:25])[CH:22]([CH3:24])[CH3:23], predict the reaction product. The product is: [C:21]([O-:26])(=[O:25])[CH:22]([CH3:24])[CH3:23].[CH2:15]([N+:6]([CH2:2][CH2:3][CH2:4][CH3:5])([CH2:7][CH2:8][CH2:9][CH3:10])[CH2:11][CH2:12][CH2:13][CH3:14])[CH2:16][CH2:17][CH3:18]. (2) Given the reactants [CH3:1][C:2]1[CH:7]=[C:6]([CH3:8])[N:5]2[N:9]=[C:10]([SH:12])[N:11]=[C:4]2[N:3]=1.[NH:13]1[C:21]2[C:16](=[CH:17][CH:18]=[CH:19][CH:20]=2)[C:15]([CH2:22][CH2:23]O)=[CH:14]1, predict the reaction product. The product is: [CH3:1][C:2]1[CH:7]=[C:6]([CH3:8])[N:5]2[N:9]=[C:10]([S:12][CH2:23][CH2:22][C:15]3[C:16]4[C:21](=[CH:20][CH:19]=[CH:18][CH:17]=4)[NH:13][CH:14]=3)[N:11]=[C:4]2[N:3]=1. (3) Given the reactants Cl.[CH3:2][S:3][C:4]1[CH:11]=[CH:10][CH:9]=[CH:8][C:5]=1[CH2:6][NH2:7].C(N(CC)CC)C.[N:19]1[C:28]2[C:23](=[CH:24][N:25]=[CH:26][CH:27]=2)[CH:22]=[CH:21][C:20]=1[C:29](O)=[O:30].O.ON1C2C=CC=CC=2N=N1, predict the reaction product. The product is: [CH3:2][S:3][C:4]1[CH:11]=[CH:10][CH:9]=[CH:8][C:5]=1[CH2:6][NH:7][C:29]([C:20]1[CH:21]=[CH:22][C:23]2[C:28](=[CH:27][CH:26]=[N:25][CH:24]=2)[N:19]=1)=[O:30]. (4) The product is: [C:1]([O:5][C:6]([N:8]1[CH2:13][C:12](=[O:14])[N:11]([C:15]2[CH:16]=[CH:17][C:18]([O:21][CH2:25][CH2:26][CH2:27][O:28][CH2:29][C:30]3[CH:35]=[CH:34][CH:33]=[CH:32][C:31]=3[O:36][CH3:37])=[CH:19][CH:20]=2)[C@@H:10]([CH2:22][OH:23])[CH2:9]1)=[O:7])([CH3:4])([CH3:3])[CH3:2]. Given the reactants [C:1]([O:5][C:6]([N:8]1[CH2:13][C:12](=[O:14])[N:11]([C:15]2[CH:20]=[CH:19][C:18]([OH:21])=[CH:17][CH:16]=2)[C@@H:10]([CH2:22][OH:23])[CH2:9]1)=[O:7])([CH3:4])([CH3:3])[CH3:2].I[CH2:25][CH2:26][CH2:27][O:28][CH2:29][C:30]1[CH:35]=[CH:34][CH:33]=[CH:32][C:31]=1[O:36][CH3:37].C(=O)([O-])[O-].[K+].[K+].O, predict the reaction product.